From a dataset of Forward reaction prediction with 1.9M reactions from USPTO patents (1976-2016). Predict the product of the given reaction. Given the reactants Br[C:2]1[CH:7]=[CH:6][C:5]([C:8]2([C:11]3[N:15]4[CH2:16][CH2:17][S:18][C:19]([CH2:22][O:23][Si](C(C)(C)C)(C)C)([CH3:21])[CH2:20][C:14]4=[N:13][N:12]=3)[CH2:10][CH2:9]2)=[CH:4][CH:3]=1.[Cl:31][C:32]1[CH:37]=[CH:36][N:35]=[CH:34][C:33]=1B1OC(C)(C)C(C)(C)O1.C(=O)([O-])[O-].[K+].[K+].C(=O)([O-])O.[Na+], predict the reaction product. The product is: [Cl:31][C:32]1[CH:37]=[CH:36][N:35]=[CH:34][C:33]=1[C:2]1[CH:3]=[CH:4][C:5]([C:8]2([C:11]3[N:15]4[CH2:16][CH2:17][S:18][C:19]([CH2:22][OH:23])([CH3:21])[CH2:20][C:14]4=[N:13][N:12]=3)[CH2:9][CH2:10]2)=[CH:6][CH:7]=1.